From a dataset of Reaction yield outcomes from USPTO patents with 853,638 reactions. Predict the reaction yield, written as a fraction of the theoretical maximum amount of product (1.0 means a 100% yield; for example, 0.34 means a 34% yield). (1) The reactants are CC(OI1(OC(C)=O)(OC(C)=O)OC(=O)C2C=CC=CC1=2)=O.[CH3:23][C:24]1([CH3:40])[O:28][C@@H:27]([C@@H:29]2[C@@H:33]3[O:34][C:35]([CH3:38])([CH3:37])[O:36][C@@H:32]3[CH:31]([OH:39])[O:30]2)[CH2:26][O:25]1.CC(O)(C)C. The catalyst is C(Cl)Cl. The product is [CH3:23][C:24]1([CH3:40])[O:28][C@@H:27]([C@@H:29]2[C@@H:33]3[O:34][C:35]([CH3:38])([CH3:37])[O:36][C@@H:32]3[C:31](=[O:39])[O:30]2)[CH2:26][O:25]1. The yield is 0.780. (2) The reactants are [C:1]1([C@H:7]([NH:10][C:11]2[C:16]([NH2:17])=[N:15][CH:14]=[C:13]([C:18]3[CH:27]=[CH:26][CH:25]=[C:24]4[C:19]=3[CH:20]=[CH:21][CH:22]=[N:23]4)[N:12]=2)[CH2:8][CH3:9])[CH:6]=[CH:5][CH:4]=[CH:3][CH:2]=1.BrC1N=C(N[C@@H](C2C=CC=CC=2)CC)C(N)=NC=1.N1C2C=CC=C(B(O)O)C=2C=CC=1.[C:59](=O)([O-])[O-:60].[K+].[K+]. The catalyst is C1C=CC([P]([Pd]([P](C2C=CC=CC=2)(C2C=CC=CC=2)C2C=CC=CC=2)([P](C2C=CC=CC=2)(C2C=CC=CC=2)C2C=CC=CC=2)[P](C2C=CC=CC=2)(C2C=CC=CC=2)C2C=CC=CC=2)(C2C=CC=CC=2)C2C=CC=CC=2)=CC=1.CN(C)C=O.O. The product is [C:1]1([C@H:7]([N:10]2[C:11]3=[N:12][C:13]([C:18]4[CH:27]=[CH:26][CH:25]=[C:24]5[C:19]=4[CH:20]=[CH:21][CH:22]=[N:23]5)=[CH:14][N:15]=[C:16]3[NH:17][C:59]2=[O:60])[CH2:8][CH3:9])[CH:2]=[CH:3][CH:4]=[CH:5][CH:6]=1. The yield is 0.930. (3) The reactants are [F:1][C:2]1[CH:18]=[C:17]([C:19]([F:25])([F:24])[C:20]([F:23])([F:22])[F:21])[CH:16]=[CH:15][C:3]=1[C:4]([NH:6][C:7]1[CH:12]=[CH:11][N:10]=[C:9]([O:13]C)[CH:8]=1)=[O:5]. The catalyst is Br.C(O)(=O)C.O. The product is [F:1][C:2]1[CH:18]=[C:17]([C:19]([F:25])([F:24])[C:20]([F:21])([F:23])[F:22])[CH:16]=[CH:15][C:3]=1[C:4]([NH:6][C:7]1[CH:12]=[CH:11][NH:10][C:9](=[O:13])[CH:8]=1)=[O:5]. The yield is 0.720. (4) The reactants are [F:1][C:2]1[C:3]([NH:16][C:17]2[CH:22]=[CH:21][C:20]([C:23]#[C:24][C:25]([OH:29])([CH3:28])[CH2:26][CH3:27])=[CH:19][C:18]=2[F:30])=[C:4]([CH:12]=[CH:13][C:14]=1[F:15])[C:5]([NH:7][O:8][CH2:9][CH2:10][OH:11])=[O:6]. The catalyst is C(O)C.[Pd]. The product is [F:1][C:2]1[C:3]([NH:16][C:17]2[CH:22]=[CH:21][C:20]([CH2:23][CH2:24][C:25]([OH:29])([CH3:28])[CH2:26][CH3:27])=[CH:19][C:18]=2[F:30])=[C:4]([CH:12]=[CH:13][C:14]=1[F:15])[C:5]([NH:7][O:8][CH2:9][CH2:10][OH:11])=[O:6]. The yield is 0.980.